From a dataset of Forward reaction prediction with 1.9M reactions from USPTO patents (1976-2016). Predict the product of the given reaction. (1) The product is: [CH3:1][C:2]1([O:8][C:12]2[CH:13]=[C:14]([N:21]([CH2:29][CH:30]3[CH2:35][CH2:34][O:33][CH2:32][CH2:31]3)[C:22](=[O:28])[O:23][C:24]([CH3:26])([CH3:27])[CH3:25])[C:15]3[N:16]([CH:18]=[CH:19][N:20]=3)[N:17]=2)[CH2:7][CH2:6][CH2:5][CH2:4][CH2:3]1. Given the reactants [CH3:1][C:2]1([OH:8])[CH2:7][CH2:6][CH2:5][CH2:4][CH2:3]1.[H-].[Na+].Cl[C:12]1[CH:13]=[C:14]([N:21]([CH2:29][CH:30]2[CH2:35][CH2:34][O:33][CH2:32][CH2:31]2)[C:22](=[O:28])[O:23][C:24]([CH3:27])([CH3:26])[CH3:25])[C:15]2[N:16]([CH:18]=[CH:19][N:20]=2)[N:17]=1.CC(C1C=C(C(C)C)C(C2C=CC=CC=2P(C2CCCCC2)C2CCCCC2)=C(C(C)C)C=1)C, predict the reaction product. (2) Given the reactants O=C1C2NC(C(OC)=O)=CC=2CC1.[Br:14][C:15]1[CH:16]=[C:17]([Mg:21][Br:22])[CH:18]=[CH:19][CH:20]=1.[Br:23][C:24]1[CH:25]=[C:26]([C:30]2(O)[C:34]3[NH:35][C:36]([C:38]([O:40][CH3:41])=[O:39])=[CH:37][C:33]=3[CH2:32][CH2:31]2)[CH:27]=[CH:28][CH:29]=1.[Mg].BrC1C=CC=C(Br)C=1.C1(CC2C3C=C(C(O)=O)NC=3CC2)CCCCC1, predict the reaction product. The product is: [Br:23][C:24]1[CH:25]=[C:26]([CH:30]2[C:34]3[NH:35][C:36]([C:38]([O:40][CH3:41])=[O:39])=[CH:37][C:33]=3[CH2:32][CH2:31]2)[CH:27]=[CH:28][CH:29]=1.[Br:14][C:15]1[CH:16]=[C:17]([Mg:21][Br:22])[CH:18]=[CH:19][CH:20]=1. (3) The product is: [Cl:1][C:2]1[CH:3]=[C:4]([CH2:14][N:15]2[C:19]([CH3:20])=[CH:18][C:17]([C:21]([O-:23])=[O:22])=[N:16]2)[C:5]2[O:9][C:8]([CH:10]3[CH2:12][CH2:11]3)=[CH:7][C:6]=2[CH:13]=1.[Na+:27]. Given the reactants [Cl:1][C:2]1[CH:3]=[C:4]([CH2:14][N:15]2[C:19]([CH3:20])=[CH:18][C:17]([C:21]([O:23]CC)=[O:22])=[N:16]2)[C:5]2[O:9][C:8]([CH:10]3[CH2:12][CH2:11]3)=[CH:7][C:6]=2[CH:13]=1.[OH-].[Na+:27], predict the reaction product. (4) The product is: [Br:1][C:2]1[CH:7]=[CH:6][C:5]([C:8]2([C:14]([NH2:15])=[O:17])[CH2:13][CH2:12][O:11][CH2:10][CH2:9]2)=[CH:4][CH:3]=1. Given the reactants [Br:1][C:2]1[CH:7]=[CH:6][C:5]([C:8]2([C:14]#[N:15])[CH2:13][CH2:12][O:11][CH2:10][CH2:9]2)=[CH:4][CH:3]=1.S(=O)(=O)(O)[OH:17], predict the reaction product. (5) Given the reactants Br[C:2]1[N:6]([CH3:7])[CH:5]=[N:4][C:3]=1[C:8]1[CH:13]=[C:12]([C:14]#[N:15])[CH:11]=[CH:10][N:9]=1.[CH2:16]([O:23][C:24]1[CH:25]=[C:26](B(O)O)[CH:27]=[CH:28][C:29]=1[Cl:30])[C:17]1[CH:22]=[CH:21][CH:20]=[CH:19][CH:18]=1, predict the reaction product. The product is: [Cl:30][C:29]1[CH:28]=[CH:27][C:26]([C:2]2[N:6]([CH3:7])[CH:5]=[N:4][C:3]=2[C:8]2[CH:13]=[C:12]([C:14]#[N:15])[CH:11]=[CH:10][N:9]=2)=[CH:25][C:24]=1[O:23][CH2:16][C:17]1[CH:18]=[CH:19][CH:20]=[CH:21][CH:22]=1.